From a dataset of Full USPTO retrosynthesis dataset with 1.9M reactions from patents (1976-2016). Predict the reactants needed to synthesize the given product. (1) Given the product [Cl:1][C:2]1[CH:7]=[CH:6][C:5]([C:8]2[CH:9]=[C:10]3[C:13](=[O:14])[N:15]([C:16]4[CH:21]=[CH:20][C:19]([O:22][CH2:23][C:24](=[O:30])[N:25]5[CH2:26][CH2:27][CH2:28][CH2:29]5)=[C:18]([O:31][CH3:32])[CH:17]=4)[CH2:35][CH2:34][N:11]3[CH:12]=2)=[CH:4][CH:3]=1, predict the reactants needed to synthesize it. The reactants are: [Cl:1][C:2]1[CH:7]=[CH:6][C:5]([C:8]2[CH:9]=[C:10]([C:13]([NH:15][C:16]3[CH:21]=[CH:20][C:19]([O:22][CH2:23][C:24](=[O:30])[N:25]4[CH2:29][CH2:28][CH2:27][CH2:26]4)=[C:18]([O:31][CH3:32])[CH:17]=3)=[O:14])[NH:11][CH:12]=2)=[CH:4][CH:3]=1.Br[CH2:34][CH2:35]Br. (2) Given the product [O:1]1[C:5]2[CH:6]=[CH:7][C:8]([C:10]3([C:13]([NH:15][C:16]4[CH:21]=[CH:20][CH:19]=[C:18]([CH2:22][C:23]5[CH:28]=[CH:27][CH:26]=[CH:25][C:24]=5[CH3:32])[N:17]=4)=[O:14])[CH2:12][CH2:11]3)=[CH:9][C:4]=2[O:3][CH2:2]1, predict the reactants needed to synthesize it. The reactants are: [O:1]1[C:5]2[CH:6]=[CH:7][C:8]([C:10]3([C:13]([NH:15][C:16]4[CH:21]=[CH:20][CH:19]=[C:18]([CH2:22][C:23]5[CH:28]=[CH:27][C:26](OC)=[CH:25][CH:24]=5)[N:17]=4)=[O:14])[CH2:12][CH2:11]3)=[CH:9][C:4]=2[O:3][CH2:2]1.[Cl-].[CH3:32]C1C=CC=CC=1C[Zn+].O1C2C=CC(C3(C(NC4C=CC=C(Br)N=4)=O)CC3)=CC=2OC1. (3) Given the product [F:1][C:2]([F:7])([F:6])[C:3]([OH:5])=[O:4].[F:8][C:9]([F:14])([F:13])[C:10]([OH:12])=[O:11].[Cl:22][C:23]1[CH:24]=[N:25][C:26]2[NH:27][C:28]3[CH:29]=[N:30][CH:31]=[C:32]([CH:54]=3)[CH2:33][CH2:34][C:35]3[CH:43]=[C:39]([NH:40][C:41]=1[N:42]=2)[CH:38]=[CH:37][C:36]=3[NH:44][C:45](=[O:53])[CH2:46][CH:47]1[CH2:52][CH2:51][N:50]([C:60]([C:57]2[CH:58]=[CH:59][O:55][N:56]=2)=[O:61])[CH2:49][CH2:48]1, predict the reactants needed to synthesize it. The reactants are: [F:1][C:2]([F:7])([F:6])[C:3]([OH:5])=[O:4].[F:8][C:9]([F:14])([F:13])[C:10]([OH:12])=[O:11].FC(F)(F)C(O)=O.[Cl:22][C:23]1[CH:24]=[N:25][C:26]2[NH:27][C:28]3[CH:29]=[N:30][CH:31]=[C:32]([CH:54]=3)[CH2:33][CH2:34][C:35]3[CH:43]=[C:39]([NH:40][C:41]=1[N:42]=2)[CH:38]=[CH:37][C:36]=3[NH:44][C:45](=[O:53])[CH2:46][CH:47]1[CH2:52][CH2:51][NH:50][CH2:49][CH2:48]1.[O:55]1[CH:59]=[CH:58][C:57]([C:60](O)=[O:61])=[N:56]1. (4) The reactants are: [N+:1]([C:4]1[CH:12]=[CH:11][CH:10]=[C:9]2[C:5]=1[CH:6]=[CH:7][NH:8]2)([O-])=O.[H][H]. Given the product [NH2:1][C:4]1[CH:12]=[CH:11][CH:10]=[C:9]2[C:5]=1[CH:6]=[CH:7][NH:8]2, predict the reactants needed to synthesize it. (5) Given the product [CH2:12]([O:11][C:8](=[O:10])/[CH:9]=[CH:37]/[CH:34]1[CH2:33][CH2:32][CH:31]([C:25]2[CH:26]=[C:27]([F:30])[C:28]([F:29])=[C:23]([F:22])[CH:24]=2)[CH2:36][CH2:35]1)[CH3:13], predict the reactants needed to synthesize it. The reactants are: [H-].[Na+].C1COCC1.[C:8]([O:11][CH2:12][CH2:13]P(OCC)(OCC)=O)(=[O:10])[CH3:9].[F:22][C:23]1[CH:24]=[C:25]([CH:31]2[CH2:36][CH2:35][CH:34]([CH:37]=O)[CH2:33][CH2:32]2)[CH:26]=[C:27]([F:30])[C:28]=1[F:29]. (6) Given the product [Cl:1][C:2]1[CH:25]=[CH:24][CH:23]=[C:22]([Cl:26])[C:3]=1[C:4]([NH:6][C@H:7]([C:18]([O:20][CH3:21])=[O:19])[CH2:8][C:9]1[CH:10]=[CH:11][C:12]([CH2:13][OH:14])=[CH:16][CH:17]=1)=[O:5], predict the reactants needed to synthesize it. The reactants are: [Cl:1][C:2]1[CH:25]=[CH:24][CH:23]=[C:22]([Cl:26])[C:3]=1[C:4]([NH:6][C@H:7]([C:18]([O:20][CH3:21])=[O:19])[CH2:8][C:9]1[CH:17]=[CH:16][C:12]([C:13](O)=[O:14])=[CH:11][CH:10]=1)=[O:5].S(C)C.CO. (7) Given the product [Br:18][CH2:19][CH2:20][CH2:21][CH2:22][O:17][C:13]1[CH:12]=[C:11]2[C:16](=[CH:15][CH:14]=1)[N:8]([C:5]1[CH:6]=[CH:7][C:2]([Br:1])=[CH:3][CH:4]=1)[CH:9]=[CH:10]2, predict the reactants needed to synthesize it. The reactants are: [Br:1][C:2]1[CH:7]=[CH:6][C:5]([N:8]2[C:16]3[C:11](=[CH:12][C:13]([OH:17])=[CH:14][CH:15]=3)[CH:10]=[CH:9]2)=[CH:4][CH:3]=1.[Br:18][CH2:19][CH2:20][CH2:21][CH2:22]Br. (8) Given the product [CH:1]1([N:4]2[CH2:13][CH2:12][C:11]3[C:6](=[CH:7][CH:8]=[C:9]([NH2:14])[CH:10]=3)[CH2:5]2)[CH2:3][CH2:2]1, predict the reactants needed to synthesize it. The reactants are: [CH:1]1([N:4]2[CH2:13][CH2:12][C:11]3[C:6](=[CH:7][CH:8]=[C:9]([NH:14]CC4C=CC(OC)=CC=4)[CH:10]=3)[CH2:5]2)[CH2:3][CH2:2]1. (9) Given the product [C:1]([N:4]1[CH2:9][CH2:8][CH:7]([NH:13][NH:12][C:11]([O:15][C:16]([CH3:19])([CH3:18])[CH3:17])=[O:14])[CH2:6][CH2:5]1)(=[O:3])[CH3:2], predict the reactants needed to synthesize it. The reactants are: [C:1]([N:4]1[CH2:9][CH2:8][C:7](=O)[CH2:6][CH2:5]1)(=[O:3])[CH3:2].[C:11]([O:15][C:16]([CH3:19])([CH3:18])[CH3:17])(=[O:14])[NH:12][NH2:13].C(O[BH-](OC(=O)C)OC(=O)C)(=O)C.[Na+].[OH-].[Na+].